Dataset: Forward reaction prediction with 1.9M reactions from USPTO patents (1976-2016). Task: Predict the product of the given reaction. (1) Given the reactants Cl.[N:2]1([CH:11]2[CH2:16][CH2:15][N:14]([C:17]([C:19]3[C:27]4[C:22](=[CH:23][C:24]([Cl:28])=[CH:25][CH:26]=4)[N:21]([CH2:29][CH2:30][NH:31][CH3:32])[CH:20]=3)=[O:18])[CH2:13][CH2:12]2)[C:6]2[CH:7]=[CH:8][CH:9]=[CH:10][C:5]=2[N:4]=[N:3]1.[CH2:33](N(CC)CC)C.C=O.[C:42]([BH3-])#N.[Na+], predict the reaction product. The product is: [N:2]1([CH:11]2[CH2:16][CH2:15][N:14]([C:17]([C:19]3[C:27]4[C:22](=[CH:23][C:24]([Cl:28])=[CH:25][CH:26]=4)[N:21]([CH2:29][CH2:30][N:31]([CH3:33])[CH3:32])[CH:20]=3)=[O:18])[CH2:13][CH2:12]2)[C:6]2[CH:7]=[CH:8][CH:9]=[CH:10][C:5]=2[N:4]=[N:3]1.[N:2]1([CH:11]2[CH2:16][CH2:15][N:14]([C:17]([C:19]3[C:27]4[CH:26]=[CH:25][C:24]([Cl:28])=[CH:23][C:22]=4[N:21]4[CH2:29][CH2:30][N:31]([CH3:42])[CH2:32][C:20]=34)=[O:18])[CH2:13][CH2:12]2)[C:6]2[CH:7]=[CH:8][CH:9]=[CH:10][C:5]=2[N:4]=[N:3]1. (2) Given the reactants [F:1][C:2]1[CH:7]=[CH:6][C:5]([C:8]2[O:9][C:10]3[CH:20]=[C:19]([N:21]([CH3:26])[S:22]([CH3:25])(=[O:24])=[O:23])[C:18]([CH:27](O)[CH2:28][N:29]([CH2:37][CH2:38][OH:39])C(=O)OC(C)(C)C)=[CH:17][C:11]=3[C:12]=2[C:13](=[O:16])[NH:14][CH3:15])=[CH:4][CH:3]=1, predict the reaction product. The product is: [F:1][C:2]1[CH:7]=[CH:6][C:5]([C:8]2[O:9][C:10]3[CH:20]=[C:19]([N:21]([CH3:26])[S:22]([CH3:25])(=[O:23])=[O:24])[C:18]([CH:27]4[O:39][CH2:38][CH2:37][NH:29][CH2:28]4)=[CH:17][C:11]=3[C:12]=2[C:13]([NH:14][CH3:15])=[O:16])=[CH:4][CH:3]=1. (3) Given the reactants [C:1]([O:5][C:6]([N:8]1[CH2:13][CH2:12][CH:11]([C:14]2[N:19]=[C:18]([C:20]3[CH:25]=[CH:24][C:23]([F:26])=[C:22]([Cl:27])[CH:21]=3)[CH:17]=[C:16]([N:28]3[CH2:33][CH2:32][N:31]([C:34]4[C:39]([C:40]([F:43])([F:42])[F:41])=[CH:38][CH:37]=[CH:36][N:35]=4)[CH2:30][CH2:29]3)[N:15]=2)[CH2:10][CH2:9]1)=[O:7])([CH3:4])([CH3:3])[CH3:2].Cl, predict the reaction product. The product is: [Cl:27][C:22]1[CH:21]=[C:20]([C:18]2[CH:17]=[C:16]([N:28]3[CH2:29][CH2:30][N:31]([C:34]4[C:39]([C:40]([F:42])([F:43])[F:41])=[CH:38][CH:37]=[CH:36][N:35]=4)[CH2:32][CH2:33]3)[N:15]=[C:14]([CH:11]3[CH2:10][CH2:9][NH:8][CH2:13][CH2:12]3)[N:19]=2)[CH:25]=[CH:24][C:23]=1[F:26].[C:1]([O:5][C:6]([N:8]1[CH2:9][CH:10]=[C:11]([C:14]2[N:19]=[C:18]([C:20]3[CH:25]=[CH:24][C:23]([F:26])=[C:22]([Cl:27])[CH:21]=3)[CH:17]=[C:16]([N:28]3[CH2:33][CH2:32][N:31]([C:34]4[C:39]([C:40]([F:42])([F:43])[F:41])=[CH:38][CH:37]=[CH:36][N:35]=4)[CH2:30][CH2:29]3)[N:15]=2)[CH2:12][CH2:13]1)=[O:7])([CH3:4])([CH3:2])[CH3:3].